This data is from NCI-60 drug combinations with 297,098 pairs across 59 cell lines. The task is: Regression. Given two drug SMILES strings and cell line genomic features, predict the synergy score measuring deviation from expected non-interaction effect. (1) Synergy scores: CSS=-0.927, Synergy_ZIP=-0.563, Synergy_Bliss=-2.03, Synergy_Loewe=-1.69, Synergy_HSA=-2.15. Drug 1: CN1C2=C(C=C(C=C2)N(CCCl)CCCl)N=C1CCCC(=O)O.Cl. Drug 2: CC1=C(C=C(C=C1)C(=O)NC2=CC(=CC(=C2)C(F)(F)F)N3C=C(N=C3)C)NC4=NC=CC(=N4)C5=CN=CC=C5. Cell line: NCI-H460. (2) Drug 1: CC1=CC2C(CCC3(C2CCC3(C(=O)C)OC(=O)C)C)C4(C1=CC(=O)CC4)C. Drug 2: CCC1(CC2CC(C3=C(CCN(C2)C1)C4=CC=CC=C4N3)(C5=C(C=C6C(=C5)C78CCN9C7C(C=CC9)(C(C(C8N6C)(C(=O)OC)O)OC(=O)C)CC)OC)C(=O)OC)O.OS(=O)(=O)O. Cell line: SW-620. Synergy scores: CSS=44.7, Synergy_ZIP=5.42, Synergy_Bliss=8.32, Synergy_Loewe=-37.8, Synergy_HSA=6.20. (3) Drug 1: C1=CC(=CC=C1CC(C(=O)O)N)N(CCCl)CCCl.Cl. Drug 2: C(CC(=O)O)C(=O)CN.Cl. Cell line: HCC-2998. Synergy scores: CSS=9.05, Synergy_ZIP=-6.38, Synergy_Bliss=-11.5, Synergy_Loewe=-11.5, Synergy_HSA=-11.7. (4) Cell line: SNB-19. Drug 2: CC1CCC2CC(C(=CC=CC=CC(CC(C(=O)C(C(C(=CC(C(=O)CC(OC(=O)C3CCCCN3C(=O)C(=O)C1(O2)O)C(C)CC4CCC(C(C4)OC)O)C)C)O)OC)C)C)C)OC. Drug 1: CCC1(CC2CC(C3=C(CCN(C2)C1)C4=CC=CC=C4N3)(C5=C(C=C6C(=C5)C78CCN9C7C(C=CC9)(C(C(C8N6C=O)(C(=O)OC)O)OC(=O)C)CC)OC)C(=O)OC)O.OS(=O)(=O)O. Synergy scores: CSS=32.6, Synergy_ZIP=-5.13, Synergy_Bliss=-2.59, Synergy_Loewe=-1.59, Synergy_HSA=-1.73. (5) Drug 1: C1CN1P(=S)(N2CC2)N3CC3. Drug 2: C1CNP(=O)(OC1)N(CCCl)CCCl. Cell line: NCI/ADR-RES. Synergy scores: CSS=3.36, Synergy_ZIP=-1.65, Synergy_Bliss=0.0767, Synergy_Loewe=-8.54, Synergy_HSA=-1.23. (6) Drug 1: CN1C(=O)N2C=NC(=C2N=N1)C(=O)N. Drug 2: C1CCC(C(C1)N)N.C(=O)(C(=O)[O-])[O-].[Pt+4]. Cell line: SK-MEL-28. Synergy scores: CSS=11.9, Synergy_ZIP=-0.802, Synergy_Bliss=0.863, Synergy_Loewe=-9.06, Synergy_HSA=-2.19. (7) Drug 1: CC1C(C(CC(O1)OC2CC(OC(C2O)C)OC3=CC4=CC5=C(C(=O)C(C(C5)C(C(=O)C(C(C)O)O)OC)OC6CC(C(C(O6)C)O)OC7CC(C(C(O7)C)O)OC8CC(C(C(O8)C)O)(C)O)C(=C4C(=C3C)O)O)O)O. Drug 2: CC1=C(C(=O)C2=C(C1=O)N3CC4C(C3(C2COC(=O)N)OC)N4)N. Cell line: NCI-H322M. Synergy scores: CSS=10.9, Synergy_ZIP=-0.253, Synergy_Bliss=-1.23, Synergy_Loewe=-8.73, Synergy_HSA=-2.28. (8) Drug 1: CS(=O)(=O)CCNCC1=CC=C(O1)C2=CC3=C(C=C2)N=CN=C3NC4=CC(=C(C=C4)OCC5=CC(=CC=C5)F)Cl. Drug 2: C1=CN(C=N1)CC(O)(P(=O)(O)O)P(=O)(O)O. Cell line: DU-145. Synergy scores: CSS=14.2, Synergy_ZIP=-1.75, Synergy_Bliss=2.35, Synergy_Loewe=-1.93, Synergy_HSA=-1.31. (9) Drug 1: CN1CCC(CC1)COC2=C(C=C3C(=C2)N=CN=C3NC4=C(C=C(C=C4)Br)F)OC. Drug 2: CC1CCCC2(C(O2)CC(NC(=O)CC(C(C(=O)C(C1O)C)(C)C)O)C(=CC3=CSC(=N3)C)C)C. Cell line: SK-OV-3. Synergy scores: CSS=17.3, Synergy_ZIP=-7.55, Synergy_Bliss=-0.707, Synergy_Loewe=-0.198, Synergy_HSA=-0.0869.